Dataset: Full USPTO retrosynthesis dataset with 1.9M reactions from patents (1976-2016). Task: Predict the reactants needed to synthesize the given product. (1) Given the product [CH:26]([C:23]1[CH:24]=[CH:25][C:20]([C:9]2[C:10]3[C:15](=[CH:14][CH:13]=[C:12]([O:16][CH2:17][C:18]#[CH:19])[CH:11]=3)[N:6]([CH2:5][C:4]3[CH:30]=[CH:31][CH:32]=[C:2]([O:1][CH2:36][CH2:37][O:38][CH2:39][CH2:40][O:41][CH3:42])[CH:3]=3)[C:7](=[O:29])[N:8]=2)=[CH:21][CH:22]=1)([CH3:27])[CH3:28], predict the reactants needed to synthesize it. The reactants are: [OH:1][C:2]1[CH:3]=[C:4]([CH:30]=[CH:31][CH:32]=1)[CH2:5][N:6]1[C:15]2[C:10](=[CH:11][C:12]([O:16][CH2:17][C:18]#[CH:19])=[CH:13][CH:14]=2)[C:9]([C:20]2[CH:25]=[CH:24][C:23]([CH:26]([CH3:28])[CH3:27])=[CH:22][CH:21]=2)=[N:8][C:7]1=[O:29].[H-].[Na+].Br[CH2:36][CH2:37][O:38][CH2:39][CH2:40][O:41][CH3:42]. (2) Given the product [Cl:1][C:2]1[CH:3]=[C:4]([C:7]2[N:15]([CH3:14])[N:11]=[CH:10][N:9]=2)[S:5][CH:6]=1, predict the reactants needed to synthesize it. The reactants are: [Cl:1][C:2]1[CH:3]=[C:4]([C:7]([N:9]=[CH:10][N:11](C)C)=O)[S:5][CH:6]=1.[CH3:14][NH:15]N. (3) Given the product [CH3:1][C:2]1[N:3]=[C:4]2[CH:9]=[CH:8][C:7]([CH2:10][CH2:11][C:12]3[CH:17]=[CH:16][CH:15]=[C:14]([N:18]4[CH2:22][CH2:21][CH2:20][CH2:19]4)[N:13]=3)=[N:6][N:5]2[C:23]=1[CH3:24], predict the reactants needed to synthesize it. The reactants are: [CH3:1][C:2]1[N:3]=[C:4]2[CH:9]=[CH:8][C:7]([C:10]#[C:11][C:12]3[CH:17]=[CH:16][CH:15]=[C:14]([N:18]4[CH2:22][CH2:21][CH2:20][CH2:19]4)[N:13]=3)=[N:6][N:5]2[C:23]=1[CH3:24].C(Cl)Cl. (4) Given the product [F:31][C:17]([F:16])([F:30])[C:18]1[CH:19]=[C:20]([N:24]2[CH2:29][CH2:28][N:27]([CH2:2][CH2:3][CH2:4][CH2:5][O:6][C:7]3[CH:12]=[CH:11][N:10]4[N:13]=[CH:14][CH:15]=[C:9]4[CH:8]=3)[CH2:26][CH2:25]2)[CH:21]=[CH:22][CH:23]=1, predict the reactants needed to synthesize it. The reactants are: Br[CH2:2][CH2:3][CH2:4][CH2:5][O:6][C:7]1[CH:12]=[CH:11][N:10]2[N:13]=[CH:14][CH:15]=[C:9]2[CH:8]=1.[F:16][C:17]([F:31])([F:30])[C:18]1[CH:19]=[C:20]([N:24]2[CH2:29][CH2:28][NH:27][CH2:26][CH2:25]2)[CH:21]=[CH:22][CH:23]=1. (5) Given the product [CH3:12][O:5][C:4](=[O:6])[CH:2]([CH3:3])[NH:1][CH:7]=[O:8], predict the reactants needed to synthesize it. The reactants are: [NH2:1][CH:2]([C:4]([OH:6])=[O:5])[CH3:3].[CH:7](OC)=[O:8].N[C@H:12](C(O)=O)C. (6) Given the product [CH:12]([C:9]1[C:8]([CH3:14])=[N:7][N:6]2[C:5]([C:4]([O:3][CH2:1][CH3:2])=[O:15])=[C:18]([S:20][CH3:21])[S:19][C:10]=12)=[O:13], predict the reactants needed to synthesize it. The reactants are: [CH2:1]([O:3][C:4](=[O:15])[CH2:5][N:6]1[C:10](Cl)=[C:9]([CH:12]=[O:13])[C:8]([CH3:14])=[N:7]1)[CH3:2].[OH-].[K+].[C:18](=[S:20])=[S:19].[CH3:21]I. (7) The reactants are: [NH2:1][C@H:2]([C:8]([O-:10])=[O:9])[CH2:3][CH2:4][C:5]([O-:7])=[O:6].[Sr+2].N[C@H](C([O-])=O)CCC([O-])=O.[Na+].[Na+].O.[Na+].N[C@H](C([O-])=O)CCC(O)=O.O.O.[Cl-].[Ca+2:39].[Cl-]. Given the product [NH2:1][C@H:2]([C:8]([O-:10])=[O:9])[CH2:3][CH2:4][C:5]([O-:7])=[O:6].[Ca+2:39], predict the reactants needed to synthesize it. (8) The reactants are: [Cl:1][C:2]1[CH:7]=[CH:6][C:5]([C:8]2[CH:13]=[CH:12][C:11]([C:14]([N:16]3[CH2:21][CH2:20][N:19](C(OC(C)(C)C)=O)[CH2:18][CH2:17]3)=[O:15])=[C:10]([F:29])[CH:9]=2)=[C:4]([F:30])[CH:3]=1.Cl. Given the product [ClH:1].[Cl:1][C:2]1[CH:7]=[CH:6][C:5]([C:8]2[CH:13]=[CH:12][C:11]([C:14]([N:16]3[CH2:17][CH2:18][NH:19][CH2:20][CH2:21]3)=[O:15])=[C:10]([F:29])[CH:9]=2)=[C:4]([F:30])[CH:3]=1, predict the reactants needed to synthesize it. (9) Given the product [Cl:20][C:12]1[CH:13]=[C:14]([C:16]([F:19])([F:17])[F:18])[CH:15]=[C:10]([Cl:9])[C:11]=1[O:21][C:22]1[CH:26]=[C:25]([CH3:27])[N:24]([C:5]([NH2:28])=[O:4])[N:23]=1, predict the reactants needed to synthesize it. The reactants are: ClC([O:4][C:5](Cl)(Cl)Cl)=O.[Cl:9][C:10]1[CH:15]=[C:14]([C:16]([F:19])([F:18])[F:17])[CH:13]=[C:12]([Cl:20])[C:11]=1[O:21][C:22]1[CH:26]=[C:25]([CH3:27])[NH:24][N:23]=1.[NH3:28].O. (10) Given the product [CH2:1]([NH:4][S:5]([C:8]1[C:13]([Cl:14])=[CH:12][CH:11]=[C:10]([N+:15]([O-:17])=[O:16])[C:9]=1[OH:28])(=[O:7])=[O:6])[CH:2]=[CH2:3], predict the reactants needed to synthesize it. The reactants are: [CH2:1]([NH:4][S:5]([C:8]1[C:13]([Cl:14])=[CH:12][CH:11]=[C:10]([N+:15]([O-:17])=[O:16])[C:9]=1C(=O)C)(=[O:7])=[O:6])[CH:2]=[CH2:3].Cl[Si](C)(C)C.C([OH:28])C.